From a dataset of TCR-epitope binding with 47,182 pairs between 192 epitopes and 23,139 TCRs. Binary Classification. Given a T-cell receptor sequence (or CDR3 region) and an epitope sequence, predict whether binding occurs between them. (1) The epitope is FQPTNGVGY. The TCR CDR3 sequence is CASSPATGVDQPQHF. Result: 0 (the TCR does not bind to the epitope). (2) The epitope is HTTDPSFLGRY. The TCR CDR3 sequence is CASSYTQGSNEQYF. Result: 1 (the TCR binds to the epitope). (3) The epitope is KLSALGINAV. The TCR CDR3 sequence is CASSPEGVGGGEQYF. Result: 1 (the TCR binds to the epitope). (4) The TCR CDR3 sequence is CASSSQGAGANVLTF. The epitope is PKYVKQNTLKLAT. Result: 0 (the TCR does not bind to the epitope). (5) Result: 1 (the TCR binds to the epitope). The TCR CDR3 sequence is CASSLTGGSNQPQHF. The epitope is FLNGSCGSV. (6) The epitope is TLIGDCATV. The TCR CDR3 sequence is CASSQSPGDTQYF. Result: 0 (the TCR does not bind to the epitope). (7) The epitope is IYSKHTPINL. The TCR CDR3 sequence is CAWSVFQRESYNEQFF. Result: 0 (the TCR does not bind to the epitope).